Dataset: NCI-60 drug combinations with 297,098 pairs across 59 cell lines. Task: Regression. Given two drug SMILES strings and cell line genomic features, predict the synergy score measuring deviation from expected non-interaction effect. (1) Drug 1: CN(C)C1=NC(=NC(=N1)N(C)C)N(C)C. Drug 2: CN(CC1=CN=C2C(=N1)C(=NC(=N2)N)N)C3=CC=C(C=C3)C(=O)NC(CCC(=O)O)C(=O)O. Cell line: HOP-62. Synergy scores: CSS=19.0, Synergy_ZIP=1.78, Synergy_Bliss=3.29, Synergy_Loewe=-34.8, Synergy_HSA=-0.725. (2) Synergy scores: CSS=49.4, Synergy_ZIP=-3.73, Synergy_Bliss=-1.19, Synergy_Loewe=-7.75, Synergy_HSA=0.995. Drug 2: CC1C(C(CC(O1)OC2CC(CC3=C2C(=C4C(=C3O)C(=O)C5=CC=CC=C5C4=O)O)(C(=O)C)O)N)O. Cell line: UO-31. Drug 1: CN1C2=C(C=C(C=C2)N(CCCl)CCCl)N=C1CCCC(=O)O.Cl.